From a dataset of Catalyst prediction with 721,799 reactions and 888 catalyst types from USPTO. Predict which catalyst facilitates the given reaction. (1) Reactant: [CH3:1][O:2][CH2:3][C@H:4]([CH3:31])[O:5][C:6]1[CH:7]=[C:8]([C:23]2[NH:27][C:26]([C:28]([OH:30])=O)=[CH:25][CH:24]=2)[CH:9]=[C:10]([O:12][C:13]2[CH:18]=[CH:17][C:16]([S:19]([CH3:22])(=[O:21])=[O:20])=[CH:15][CH:14]=2)[CH:11]=1.[NH2:32][CH2:33][CH:34]([OH:36])[CH3:35].CCN=C=NCCCN(C)C.Cl.Cl. Product: [OH:36][C@H:34]([CH3:35])[CH2:33][NH:32][C:28]([C:26]1[NH:27][C:23]([C:8]2[CH:9]=[C:10]([O:12][C:13]3[CH:14]=[CH:15][C:16]([S:19]([CH3:22])(=[O:20])=[O:21])=[CH:17][CH:18]=3)[CH:11]=[C:6]([O:5][C@@H:4]([CH3:31])[CH2:3][O:2][CH3:1])[CH:7]=2)=[CH:24][CH:25]=1)=[O:30]. The catalyst class is: 112. (2) Reactant: [Cl:1][C:2]1[CH:7]=[CH:6][C:5]([N+:8]([O-])=O)=[CH:4][C:3]=1[OH:11].[Cl-].[Ca+2].[Cl-].O. Product: [NH2:8][C:5]1[CH:6]=[CH:7][C:2]([Cl:1])=[C:3]([OH:11])[CH:4]=1. The catalyst class is: 8. (3) Reactant: C[O-].[Na+].C([O:7][C@@H:8]1[C@@H:31]([O:32]C(=O)C)[C@H:30]([O:36]C(=O)C)[C@@H:29]([CH2:40][O:41]C(=O)C)[O:28][C@H:9]1[O:10][C:11]1[CH:16]=[CH:15][CH:14]=[CH:13][C:12]=1[CH2:17][C:18]1[CH:23]=[CH:22][C:21]([C:24]([O:26][CH3:27])=[O:25])=[CH:20][CH:19]=1)(=O)C. Product: [O:10]([C:11]1[CH:16]=[CH:15][CH:14]=[CH:13][C:12]=1[CH2:17][C:18]1[CH:23]=[CH:22][C:21]([C:24]([O:26][CH3:27])=[O:25])=[CH:20][CH:19]=1)[C@@H:9]1[O:28][C@H:29]([CH2:40][OH:41])[C@@H:30]([OH:36])[C@H:31]([OH:32])[C@H:8]1[OH:7]. The catalyst class is: 5. (4) Product: [O:14]1[CH2:13][CH:19]1[C:8]1[CH:9]=[CH:10][C:5]2[O:4][CH2:3][CH2:2][O:1][C:6]=2[CH:7]=1. Reactant: [O:1]1[C:6]2[CH:7]=[CH:8][CH:9]=[CH:10][C:5]=2[O:4][CH2:3][CH:2]1C=O.[CH3:13][O:14]S([O-])(=O)=O.[CH3:19][S+](C)C.[OH-].[Na+]. The catalyst class is: 4. (5) Reactant: C[O-].[Na+].CO[C:6]([C:8]1[N:9]=[CH:10][C:11]2[C:16]([C:17]=1[SH:18])=[CH:15][CH:14]=[C:13]([O:19][C:20]1[CH:25]=[CH:24][CH:23]=[CH:22][CH:21]=1)[CH:12]=2)=[O:7].[NH2:26][C@H:27]([C:29]([OH:31])=[O:30])[CH3:28].Cl. Product: [SH:18][C:17]1[C:16]2[C:11](=[CH:12][C:13]([O:19][C:20]3[CH:25]=[CH:24][CH:23]=[CH:22][CH:21]=3)=[CH:14][CH:15]=2)[CH:10]=[N:9][C:8]=1[C:6]([NH:26][C@@H:27]([CH3:28])[C:29]([OH:31])=[O:30])=[O:7]. The catalyst class is: 24. (6) Reactant: C(OC(=O)[NH:7][C:8]1[CH:13]=[C:12]([NH:14][CH:15]([CH3:17])[CH3:16])[C:11]([Cl:18])=[CH:10][C:9]=1[NH:19][C:20](=[O:43])[CH2:21][C:22](=O)[C:23]1[CH:28]=[CH:27][CH:26]=[C:25]([N:29]2[C:33]([CH2:34][O:35]C3CCCCO3)=[CH:32][N:31]=[N:30]2)[CH:24]=1)(C)(C)C.C(O)(C(F)(F)F)=O. Product: [Cl:18][C:11]1[C:12]([NH:14][CH:15]([CH3:17])[CH3:16])=[CH:13][C:8]2[N:7]=[C:22]([C:23]3[CH:28]=[CH:27][CH:26]=[C:25]([N:29]4[C:33]([CH2:34][OH:35])=[CH:32][N:31]=[N:30]4)[CH:24]=3)[CH2:21][C:20](=[O:43])[NH:19][C:9]=2[CH:10]=1. The catalyst class is: 2. (7) Reactant: C(N(CC)CC)C.[OH:8][CH:9]1[CH2:14][C:13]([CH3:16])([CH3:15])[NH+:12]([O-:17])[C:11]([CH3:19])([CH3:18])[CH2:10]1.[C:20](OC(=O)C)(=[O:22])[CH3:21]. Product: [C:20]([O:8][CH:9]1[CH2:14][C:13]([CH3:15])([CH3:16])[NH+:12]([O-:17])[C:11]([CH3:19])([CH3:18])[CH2:10]1)(=[O:22])[CH3:21]. The catalyst class is: 7.